This data is from Forward reaction prediction with 1.9M reactions from USPTO patents (1976-2016). The task is: Predict the product of the given reaction. Given the reactants I[C:2]1[C:7]([N+:8]([O-:10])=[O:9])=[CH:6][CH:5]=[CH:4][C:3]=1[CH3:11].[C:12](=O)([O-:14])[O-:13].[K+].[K+].C(OCC)C.CCCCCC, predict the reaction product. The product is: [N+:8]([C:7]1[CH:6]=[CH:5][C:4]([C:12]([OH:14])=[O:13])=[C:3]([CH3:11])[CH:2]=1)([O-:10])=[O:9].